This data is from Peptide-MHC class I binding affinity with 185,985 pairs from IEDB/IMGT. The task is: Regression. Given a peptide amino acid sequence and an MHC pseudo amino acid sequence, predict their binding affinity value. This is MHC class I binding data. The peptide sequence is MTFGDIPLV. The MHC is HLA-A30:01 with pseudo-sequence HLA-A30:01. The binding affinity (normalized) is 0.495.